From a dataset of Catalyst prediction with 721,799 reactions and 888 catalyst types from USPTO. Predict which catalyst facilitates the given reaction. (1) Reactant: O.[NH2:2][NH2:3].O=[C:5]([CH:9]1[CH2:14][CH2:13][N:12]([C:15]2[CH:20]=[CH:19][CH:18]=[CH:17][N:16]=2)[CH2:11][CH2:10]1)[CH2:6][C:7]#[N:8]. Product: [N:16]1[CH:17]=[CH:18][CH:19]=[CH:20][C:15]=1[N:12]1[CH2:11][CH2:10][CH:9]([C:5]2[CH:6]=[C:7]([NH2:8])[NH:3][N:2]=2)[CH2:14][CH2:13]1. The catalyst class is: 8. (2) Reactant: [F:1][C:2]1[CH:3]=[N:4][C:5]([O:17][C:18]2[CH:23]=[CH:22][CH:21]=[C:20]([S:24][CH3:25])[CH:19]=2)=[C:6]([CH:16]=1)[C:7]([NH:9][CH:10]1[CH2:15][CH2:14][NH:13][CH2:12][CH2:11]1)=[O:8].ON1C2C=CC=CC=2N=N1.CN1CCOCC1.[CH2:43]([O:45][CH2:46][C:47](O)=[O:48])[CH3:44].Cl.CN(C)CCCN=C=NCC. Product: [CH2:43]([O:45][CH2:46][C:47]([N:13]1[CH2:12][CH2:11][CH:10]([NH:9][C:7](=[O:8])[C:6]2[CH:16]=[C:2]([F:1])[CH:3]=[N:4][C:5]=2[O:17][C:18]2[CH:23]=[CH:22][CH:21]=[C:20]([S:24][CH3:25])[CH:19]=2)[CH2:15][CH2:14]1)=[O:48])[CH3:44]. The catalyst class is: 4. (3) Reactant: [S:1]1[C:5]2[CH:6]=[CH:7][CH:8]=[CH:9][C:4]=2[CH:3]=[C:2]1[CH:10]([C:12]1[CH:17]=[C:16]([Br:18])[CH:15]=[CH:14][C:13]=1[F:19])O.S(Cl)([Cl:22])=O. The catalyst class is: 10. Product: [Br:18][C:16]1[CH:15]=[CH:14][C:13]([F:19])=[C:12]([CH:10]([Cl:22])[C:2]2[S:1][C:5]3[CH:6]=[CH:7][CH:8]=[CH:9][C:4]=3[CH:3]=2)[CH:17]=1.